From a dataset of Forward reaction prediction with 1.9M reactions from USPTO patents (1976-2016). Predict the product of the given reaction. (1) Given the reactants [NH2:1][CH2:2][CH2:3][N:4]1[CH2:8][CH2:7][CH2:6][CH:5]1[CH2:9][OH:10].Cl[C:12]1[C:25]2[C:24](=[O:26])[C:23]3[C:18](=[CH:19][CH:20]=[CH:21][CH:22]=3)[C:17](=[O:27])[C:16]=2[CH:15]=[CH:14][CH:13]=1, predict the reaction product. The product is: [OH:10][CH2:9][CH:5]1[CH2:6][CH2:7][CH2:8][N:4]1[CH2:3][CH2:2][NH:1][C:19]1[C:18]2[C:17](=[O:27])[C:16]3[C:25](=[CH:12][CH:13]=[CH:14][CH:15]=3)[C:24](=[O:26])[C:23]=2[CH:22]=[CH:21][CH:20]=1. (2) Given the reactants [CH3:1][C:2]1([CH3:14])[C:6]([CH3:8])([CH3:7])[O:5][B:4]([C:9]2[CH:10]=[N:11][NH:12][CH:13]=2)[O:3]1.C(=O)([O-])[O-].[Cs+].[Cs+].CS(O[CH2:26][C@H:27]1[CH2:32][O:31][CH2:30][CH2:29][O:28]1)(=O)=O, predict the reaction product. The product is: [O:28]1[CH2:29][CH2:30][O:31][CH2:32][C@@H:27]1[CH2:26][N:12]1[CH:13]=[C:9]([B:4]2[O:5][C:6]([CH3:7])([CH3:8])[C:2]([CH3:14])([CH3:1])[O:3]2)[CH:10]=[N:11]1. (3) Given the reactants [CH3:1][O:2][C:3](=[O:26])[CH:4]([NH:8][S:9]([C:12]1[CH:17]=[CH:16][C:15]([C:18]2[CH:23]=[CH:22][C:21]([CH2:24][OH:25])=[CH:20][CH:19]=2)=[CH:14][CH:13]=1)(=[O:11])=[O:10])[CH:5]([CH3:7])[CH3:6].Cl[C:28]1[C:37]([CH3:38])=[CH:36][C:35]2[C:30](=[CH:31][CH:32]=[CH:33][CH:34]=2)[N:29]=1.[H-].[Na+].O, predict the reaction product. The product is: [CH3:1][O:2][C:3](=[O:26])[CH:4]([NH:8][S:9]([C:12]1[CH:17]=[CH:16][C:15]([C:18]2[CH:19]=[CH:20][C:21]([CH2:24][O:25][C:28]3[C:37]([CH3:38])=[CH:36][C:35]4[C:30](=[CH:31][CH:32]=[CH:33][CH:34]=4)[N:29]=3)=[CH:22][CH:23]=2)=[CH:14][CH:13]=1)(=[O:11])=[O:10])[CH:5]([CH3:7])[CH3:6]. (4) Given the reactants [Cl:1][C:2]1[CH:7]=[CH:6][C:5]([C:8]2[NH:12][N:11]=[N:10][N:9]=2)=[CH:4][CH:3]=1.[F:13][C:14]1[CH:19]=[CH:18][C:17]([C:20]([N:22]2[CH2:27][CH2:26][CH2:25][C@@H:24](O)[CH2:23]2)=[O:21])=[CH:16][CH:15]=1, predict the reaction product. The product is: [Cl:1][C:2]1[CH:7]=[CH:6][C:5]([C:8]2[N:9]=[N:10][N:11]([C@H:26]3[CH2:25][CH2:24][CH2:23][N:22]([C:20]([C:17]4[CH:16]=[CH:15][C:14]([F:13])=[CH:19][CH:18]=4)=[O:21])[CH2:27]3)[N:12]=2)=[CH:4][CH:3]=1. (5) Given the reactants [C:1]([NH:8][C@H:9]([C:11]([OH:13])=O)[CH3:10])([O:3][C:4]([CH3:7])([CH3:6])[CH3:5])=[O:2].[C:14]1([SH:20])[CH:19]=[CH:18][CH:17]=[CH:16][CH:15]=1.ON1C2C=CC=CC=2N=N1, predict the reaction product. The product is: [C:4]([O:3][C:1]([NH:8][C@@H:9]([CH3:10])[C:11](=[O:13])[S:20][C:14]1[CH:19]=[CH:18][CH:17]=[CH:16][CH:15]=1)=[O:2])([CH3:5])([CH3:6])[CH3:7]. (6) Given the reactants [CH3:1][CH:2]([C:4](=[O:16])[CH:5]([C:7]1[CH:12]=[CH:11][CH:10]=[CH:9][C:8]=1[N+:13]([O-:15])=[O:14])[CH3:6])[CH3:3].[BH4-].[Na+].Cl, predict the reaction product. The product is: [CH3:3][CH:2]([CH:4]([OH:16])[CH:5]([C:7]1[CH:12]=[CH:11][CH:10]=[CH:9][C:8]=1[N+:13]([O-:15])=[O:14])[CH3:6])[CH3:1]. (7) Given the reactants [Cl:1][C:2]1[CH:3]=[C:4]2[C:9](=[CH:10][C:11]=1[C:12](O)=[O:13])[N:8]=[CH:7][N:6]=[C:5]2[NH:15][CH:16]([C:18]1[NH:22][C:21]2[CH:23]=[CH:24][C:25]([Cl:27])=[CH:26][C:20]=2[N:19]=1)[CH3:17].FC1C(OC(N(C)C)=[N+](C)C)=C(F)C(F)=C(F)C=1F.F[P-](F)(F)(F)(F)F.C(N(C(C)C)CC)(C)C.C(OC([CH:70]([NH2:77])[CH2:71][C@@H:72]1[CH2:76][CH2:75][CH2:74][NH:73]1)=O)(C)(C)C.FC(F)(F)C(O)=O, predict the reaction product. The product is: [NH2:77][CH2:70][CH2:71][C@@H:72]1[CH2:76][CH2:75][CH2:74][N:73]1[C:12]([C:11]1[CH:10]=[C:9]2[C:4]([C:5]([NH:15][CH:16]([C:18]3[NH:22][C:21]4[CH:23]=[CH:24][C:25]([Cl:27])=[CH:26][C:20]=4[N:19]=3)[CH3:17])=[N:6][CH:7]=[N:8]2)=[CH:3][C:2]=1[Cl:1])=[O:13].